This data is from Catalyst prediction with 721,799 reactions and 888 catalyst types from USPTO. The task is: Predict which catalyst facilitates the given reaction. (1) Reactant: Cl[CH2:2][C:3]1[N:4]=[C:5]2[CH:14]=[CH:13][CH:12]=[CH:11][N:6]2[C:7](=[O:10])[C:8]=1[I:9].[C:15]([O-:18])(=[O:17])[CH3:16].[K+].O. Product: [C:15]([O:18][CH2:2][C:3]1[N:4]=[C:5]2[CH:14]=[CH:13][CH:12]=[CH:11][N:6]2[C:7](=[O:10])[C:8]=1[I:9])(=[O:17])[CH3:16]. The catalyst class is: 3. (2) Reactant: Cl.[F:2][C:3]1[C:4]([CH2:25][NH:26][CH3:27])=[CH:5][N:6]([S:15]([C:18]2[CH:19]=[N:20][CH:21]=[C:22]([F:24])[CH:23]=2)(=[O:17])=[O:16])[C:7]=1[C:8]1[C:9]([F:14])=[N:10][CH:11]=[CH:12][CH:13]=1. Product: [F:2][C:3]1[C:4]([CH2:25][NH:26][CH3:27])=[CH:5][N:6]([S:15]([C:18]2[CH:19]=[N:20][CH:21]=[C:22]([F:24])[CH:23]=2)(=[O:16])=[O:17])[C:7]=1[C:8]1[C:9]([F:14])=[N:10][CH:11]=[CH:12][CH:13]=1. The catalyst class is: 662. (3) Reactant: [Cl:1][C:2]1[N:7]=[CH:6][C:5]([NH:8][CH2:9][CH2:10][OH:11])=[C:4]([C:12]#[C:13][C:14]([CH3:17])([CH3:16])[CH3:15])[CH:3]=1.CC([O-])(C)C.[K+]. Product: [C:14]([C:13]1[N:8]([CH2:9][CH2:10][OH:11])[C:5]2=[CH:6][N:7]=[C:2]([Cl:1])[CH:3]=[C:4]2[CH:12]=1)([CH3:17])([CH3:16])[CH3:15]. The catalyst class is: 3. (4) Reactant: [CH3:1][NH2:2].C1COCC1.[Br:8][C:9]1[CH:14]=[CH:13][C:12]([CH2:15][CH2:16][C:17]([NH:19][CH2:20][C:21](=O)[CH2:22][C:23]([CH3:27])([CH3:26])[CH2:24][CH3:25])=O)=[CH:11][CH:10]=1. Product: [Br:8][C:9]1[CH:14]=[CH:13][C:12]([CH2:15][CH2:16][C:17]2[N:2]([CH3:1])[C:21]([CH2:22][C:23]([CH3:27])([CH3:26])[CH2:24][CH3:25])=[CH:20][N:19]=2)=[CH:11][CH:10]=1. The catalyst class is: 86. (5) Reactant: [Br:1][C:2]1[CH:3]=[C:4]([CH:14]=[C:15]([Cl:17])[CH:16]=1)[O:5][C:6]1[C:7](N)=[N:8][CH:9]=[CH:10][C:11]=1[CH3:12].N([O-])=[O:19].[Na+]. Product: [Br:1][C:2]1[CH:3]=[C:4]([CH:14]=[C:15]([Cl:17])[CH:16]=1)[O:5][C:6]1[C:7]([OH:19])=[N:8][CH:9]=[CH:10][C:11]=1[CH3:12]. The catalyst class is: 561. (6) Reactant: [Cl:1][C:2]1[CH:3]=[N:4][C:5]2[C:10]([C:11]=1[C:12]#[C:13][C:14]13[CH2:21][CH2:20][C:17]([C:22]([O-:24])=[O:23])([CH2:18][CH2:19]1)[CH2:16][CH2:15]3)=[N:9][C:8]([O:25][CH3:26])=[CH:7][CH:6]=2.O1CCC[CH2:28]1. Product: [Cl:1][C:2]1[CH:3]=[N:4][C:5]2[C:10]([C:11]=1/[CH:12]=[CH:13]\[C:14]13[CH2:21][CH2:20][C:17]([C:22]([O:24][CH3:28])=[O:23])([CH2:16][CH2:15]1)[CH2:18][CH2:19]3)=[N:9][C:8]([O:25][CH3:26])=[CH:7][CH:6]=2. The catalyst class is: 553.